Dataset: Full USPTO retrosynthesis dataset with 1.9M reactions from patents (1976-2016). Task: Predict the reactants needed to synthesize the given product. (1) Given the product [F:1][C:2]1[CH:10]=[C:9]([N+:11]([O-:13])=[O:12])[C:8]([O:16][CH3:15])=[CH:7][C:3]=1[C:4]([OH:6])=[O:5], predict the reactants needed to synthesize it. The reactants are: [F:1][C:2]1[CH:10]=[C:9]([N+:11]([O-:13])=[O:12])[C:8](F)=[CH:7][C:3]=1[C:4]([OH:6])=[O:5].[C:15]([O-])([O-])=[O:16].[Cs+].[Cs+].CO.Cl. (2) Given the product [F:1][C:2]1[CH:10]=[C:9]2[C:5]([CH:6]=[CH:7][N:8]2[C:12]2[CH:17]=[CH:16][CH:15]=[CH:14][CH:13]=2)=[CH:4][CH:3]=1, predict the reactants needed to synthesize it. The reactants are: [F:1][C:2]1[CH:10]=[C:9]2[C:5]([CH:6]=[CH:7][NH:8]2)=[CH:4][CH:3]=1.I[C:12]1[CH:17]=[CH:16][CH:15]=[CH:14][CH:13]=1.